From a dataset of Full USPTO retrosynthesis dataset with 1.9M reactions from patents (1976-2016). Predict the reactants needed to synthesize the given product. (1) Given the product [C:1]([C:3]1[C:4]([N:18]2[CH2:23][CH2:22][N:21]([C:36]([NH:35][C:27]3[CH:28]=[C:29]([C:31]([F:32])([F:34])[F:33])[CH:30]=[C:25]([F:24])[CH:26]=3)=[O:37])[CH2:20][CH2:19]2)=[N:5][C:6]([C:14]([F:15])([F:17])[F:16])=[C:7]([CH:13]=1)[C:8]([O:10][CH2:11][CH3:12])=[O:9])#[N:2], predict the reactants needed to synthesize it. The reactants are: [C:1]([C:3]1[C:4]([N:18]2[CH2:23][CH2:22][NH:21][CH2:20][CH2:19]2)=[N:5][C:6]([C:14]([F:17])([F:16])[F:15])=[C:7]([CH:13]=1)[C:8]([O:10][CH2:11][CH3:12])=[O:9])#[N:2].[F:24][C:25]1[CH:30]=[C:29]([C:31]([F:34])([F:33])[F:32])[CH:28]=[C:27]([N:35]=[C:36]=[O:37])[CH:26]=1. (2) Given the product [Br:1][C:2]1[CH:6]=[C:5]([C:7]2[O:9][C:21](=[O:22])[C:20]3[CH:24]=[C:25]([Cl:27])[CH:26]=[C:18]([Cl:17])[C:19]=3[N:28]=2)[N:4]([C:10]2[CH:15]=[CH:14][CH:13]=[CH:12][C:11]=2[Cl:16])[N:3]=1, predict the reactants needed to synthesize it. The reactants are: [Br:1][C:2]1[CH:6]=[C:5]([C:7]([OH:9])=O)[N:4]([C:10]2[CH:15]=[CH:14][CH:13]=[CH:12][C:11]=2[Cl:16])[N:3]=1.[Cl:17][C:18]1[CH:26]=[C:25]([Cl:27])[CH:24]=[C:20]([C:21](O)=[O:22])[C:19]=1[NH2:28].N1C=CC=C(C)C=1.CS(Cl)(=O)=O.